This data is from Full USPTO retrosynthesis dataset with 1.9M reactions from patents (1976-2016). The task is: Predict the reactants needed to synthesize the given product. (1) Given the product [CH3:1][C:2]1[O:3][C:4]([CH2:7][CH:8]2[CH2:13][CH2:12][CH:11]([C:14]3[S:15][C:16]([C:19]4[CH:20]=[CH:21][C:22]([NH2:25])=[CH:23][CH:24]=4)=[CH:17][N:18]=3)[CH2:10][CH2:9]2)=[N:5][N:6]=1, predict the reactants needed to synthesize it. The reactants are: [CH3:1][C:2]1[O:3][C:4]([CH2:7][CH:8]2[CH2:13][CH2:12][CH:11]([C:14]3[S:15][C:16]([C:19]4[CH:24]=[CH:23][C:22]([N+:25]([O-])=O)=[CH:21][CH:20]=4)=[CH:17][N:18]=3)[CH2:10][CH2:9]2)=[N:5][N:6]=1.[Cl-].[NH4+]. (2) The reactants are: C(O[C:6]([N:8]1[CH2:13][CH2:12][NH:11][CH2:10][CH2:9]1)=O)(C)(C)C.[CH3:14][S:15]([CH2:18][CH2:19]COS(C)(=O)=O)(=[O:17])=[O:16].[ClH:26].Cl.COCC(NC(=O)CN1CCNCC1)C. Given the product [ClH:26].[ClH:26].[CH3:14][S:15]([CH2:18][CH2:19][CH2:6][N:8]1[CH2:9][CH2:10][NH:11][CH2:12][CH2:13]1)(=[O:17])=[O:16], predict the reactants needed to synthesize it.